From a dataset of Reaction yield outcomes from USPTO patents with 853,638 reactions. Predict the reaction yield, written as a fraction of the theoretical maximum amount of product (1.0 means a 100% yield; for example, 0.34 means a 34% yield). The reactants are [CH3:1][C:2]1[CH:3]=[CH:4][CH:5]=[C:6]2[C:10]=1[NH:9][CH:8]=[CH:7]2.[H-].[Na+].[CH2:13]1[N:18]([CH2:19][CH2:20]Br)[CH2:17][CH2:16][O:15][CH2:14]1. The catalyst is CN(C)C(=O)C.O.C(OCC)(=O)C. The product is [CH3:1][C:2]1[CH:3]=[CH:4][CH:5]=[C:6]2[C:10]=1[N:9]([CH2:20][CH2:19][N:18]1[CH2:13][CH2:14][O:15][CH2:16][CH2:17]1)[CH:8]=[CH:7]2. The yield is 0.850.